This data is from Full USPTO retrosynthesis dataset with 1.9M reactions from patents (1976-2016). The task is: Predict the reactants needed to synthesize the given product. (1) Given the product [CH3:1][C@H:2]1[CH2:7][O:6][CH2:5][CH2:4][N:3]1[C:8]1[CH:13]=[C:12]([N:14]2[CH2:19][CH2:18][O:17][CH2:16][C@@H:15]2[CH3:20])[N:11]=[C:10]([NH:21][C:28](=[O:29])[C:27]2[CH:31]=[CH:32][C:24]([O:23][CH3:22])=[CH:25][CH:26]=2)[N:9]=1, predict the reactants needed to synthesize it. The reactants are: [CH3:1][C@H:2]1[CH2:7][O:6][CH2:5][CH2:4][N:3]1[C:8]1[CH:13]=[C:12]([N:14]2[CH2:19][CH2:18][O:17][CH2:16][C@@H:15]2[CH3:20])[N:11]=[C:10]([NH2:21])[N:9]=1.[CH3:22][O:23][C:24]1[CH:32]=[CH:31][C:27]([C:28](Cl)=[O:29])=[CH:26][CH:25]=1. (2) Given the product [Cl:1][C:2]1[N:3]=[C:4]([C:9]([OH:11])=[O:10])[NH:5][C:6]=1[CH2:7][CH3:8], predict the reactants needed to synthesize it. The reactants are: [Cl:1][C:2]1[N:3]=[C:4]([C:9]([O:11]CC)=[O:10])[NH:5][C:6]=1[CH2:7][CH3:8].[OH-].[Li+]. (3) Given the product [NH2:37][C:36]1[C:31]2[O:30][CH:29]=[C:28]([C@@H:3]3[O:4][C@H:5]([CH2:7][OH:8])[CH:6]=[C:2]3[CH3:1])[C:32]=2[N:33]=[CH:34][N:35]=1, predict the reactants needed to synthesize it. The reactants are: [CH3:1][C:2]1[C@H:3]([C:28]2[C:32]3[N:33]=[CH:34][N:35]=[C:36]([NH2:37])[C:31]=3[O:30][CH:29]=2)[O:4][CH:5]([CH2:7][O:8]C(C2C=CC=CC=2)(C2C=CC=CC=2)C2C=CC=CC=2)[CH:6]=1.Cl. (4) The reactants are: [C:1]([O:5][C:6]([N:8]1[CH2:13][CH2:12][CH:11]([CH:14]([C:16]2[S:17][C:18]([F:21])=[CH:19][CH:20]=2)[OH:15])[CH2:10][CH2:9]1)=[O:7])([CH3:4])([CH3:3])[CH3:2]. Given the product [C:1]([O:5][C:6]([N:8]1[CH2:13][CH2:12][CH:11]([C:14]([C:16]2[S:17][C:18]([F:21])=[CH:19][CH:20]=2)=[O:15])[CH2:10][CH2:9]1)=[O:7])([CH3:4])([CH3:2])[CH3:3], predict the reactants needed to synthesize it. (5) Given the product [F:2][C:3]1[CH:4]=[CH:5][C:6]([C:9]2[N:10]=[C:11]([CH:38]([CH3:39])[CH3:40])[N:12](/[CH:27]=[CH:28]/[C@@H:29]3[O:37][C:33](=[O:34])[CH2:32][C@@H:31]([OH:36])[CH2:30]3)[C:13]=2[C:14]2[CH:19]=[CH:18][N:17]=[C:16]([NH:20][C:21]3[CH:22]=[CH:23][CH:24]=[CH:25][CH:26]=3)[N:15]=2)=[CH:7][CH:8]=1, predict the reactants needed to synthesize it. The reactants are: [Na+].[F:2][C:3]1[CH:8]=[CH:7][C:6]([C:9]2[N:10]=[C:11]([CH:38]([CH3:40])[CH3:39])[N:12](/[CH:27]=[CH:28]/[C@H:29]([OH:37])[CH2:30][C@H:31]([OH:36])[CH2:32][C:33]([O-])=[O:34])[C:13]=2[C:14]2[CH:19]=[CH:18][N:17]=[C:16]([NH:20][C:21]3[CH:26]=[CH:25][CH:24]=[CH:23][CH:22]=3)[N:15]=2)=[CH:5][CH:4]=1. (6) Given the product [F:20][C:21]1[CH:26]=[CH:25][CH:24]=[CH:23][C:22]=1[C:2]1[N:10]=[C:9]2[C:5]([N:6]([C:13]([N:15]3[CH2:19][CH2:18][CH2:17][CH2:16]3)=[O:14])[C:7](=[O:12])[N:8]2[CH3:11])=[CH:4][N:3]=1, predict the reactants needed to synthesize it. The reactants are: Cl[C:2]1[N:10]=[C:9]2[C:5]([N:6]([C:13]([N:15]3[CH2:19][CH2:18][CH2:17][CH2:16]3)=[O:14])[C:7](=[O:12])[N:8]2[CH3:11])=[CH:4][N:3]=1.[F:20][C:21]1[CH:26]=[CH:25][CH:24]=[CH:23][C:22]=1B(O)O.C(=O)([O-])[O-].[K+].[K+].C1(C)C=CC=CC=1. (7) Given the product [NH2:4][C:5]1[C:10]([C:11]#[N:12])=[C:9]([C:13]2[CH:14]=[CH:15][C:16]([O:19][CH2:20][CH2:21][N:22]([CH3:24])[CH3:23])=[CH:17][CH:18]=2)[C:8]([C:25]#[N:26])=[C:7]([SH:27])[N:6]=1, predict the reactants needed to synthesize it. The reactants are: [S-2].[Na+].[Na+].[NH2:4][C:5]1[C:10]([C:11]#[N:12])=[C:9]([C:13]2[CH:18]=[CH:17][C:16]([O:19][CH2:20][CH2:21][N:22]([CH3:24])[CH3:23])=[CH:15][CH:14]=2)[C:8]([C:25]#[N:26])=[C:7]([S:27]CC2C=CC=CC=2)[N:6]=1.Cl.O. (8) Given the product [CH2:50]([O:57][C:58]1[CH:82]=[CH:81][C:61]([C:62]([O:64][C:65]2[CH:66]=[CH:67][C:68]([CH2:71][N:72]([CH2:73][C:74]([O:76][C:77]([CH3:80])([CH3:79])[CH3:78])=[O:75])[C:19](=[O:20])[C:16]3[CH:15]=[CH:14][C:13]([NH:12][C:10](=[O:11])[CH2:9][C:6]4[CH:7]=[CH:8][C:3]([O:2][CH3:1])=[CH:4][C:5]=4[C:22]([F:25])([F:24])[F:23])=[CH:18][N:17]=3)=[CH:69][CH:70]=2)=[O:63])=[CH:60][CH:59]=1)[CH2:51][CH2:52][CH2:53][CH2:54][CH2:55][CH3:56], predict the reactants needed to synthesize it. The reactants are: [CH3:1][O:2][C:3]1[CH:8]=[CH:7][C:6]([CH2:9][C:10]([NH:12][C:13]2[CH:14]=[CH:15][C:16]([C:19](O)=[O:20])=[N:17][CH:18]=2)=[O:11])=[C:5]([C:22]([F:25])([F:24])[F:23])[CH:4]=1.CN(C(ON1N=NC2C=CC=NC1=2)=[N+](C)C)C.F[P-](F)(F)(F)(F)F.[CH2:50]([O:57][C:58]1[CH:82]=[CH:81][C:61]([C:62]([O:64][C:65]2[CH:70]=[CH:69][C:68]([CH2:71][NH:72][CH2:73][C:74]([O:76][C:77]([CH3:80])([CH3:79])[CH3:78])=[O:75])=[CH:67][CH:66]=2)=[O:63])=[CH:60][CH:59]=1)[CH2:51][CH2:52][CH2:53][CH2:54][CH2:55][CH3:56].C(N(CC)CC)C.